This data is from Forward reaction prediction with 1.9M reactions from USPTO patents (1976-2016). The task is: Predict the product of the given reaction. (1) The product is: [Cl:1][C:2]1[CH:25]=[CH:24][CH:23]=[C:22]([C:26]([F:29])([F:28])[F:27])[C:3]=1[C:4]([N:6]1[C:14]2[C:9](=[C:10]([F:15])[CH:11]=[CH:12][CH:13]=2)[C:8]([C:16](=[O:17])[CH:30]=[CH2:31])=[N:7]1)=[O:5]. Given the reactants [Cl:1][C:2]1[CH:25]=[CH:24][CH:23]=[C:22]([C:26]([F:29])([F:28])[F:27])[C:3]=1[C:4]([N:6]1[C:14]2[C:9](=[C:10]([F:15])[CH:11]=[CH:12][CH:13]=2)[C:8]([C:16](N(OC)C)=[O:17])=[N:7]1)=[O:5].[CH:30]([Mg]Br)=[CH2:31].Cl, predict the reaction product. (2) Given the reactants C(O[C:4]([C:6]1[N:7]=[C:8]([C:15]2[C:20]([F:21])=[CH:19][CH:18]=[CH:17][C:16]=2[F:22])[N:9]([CH3:14])[C:10](=[O:13])[C:11]=1[OH:12])=[O:5])C.[CH3:23][C:24]1[CH:25]=[C:26]([CH:29]=[CH:30][C:31]=1[CH3:32])[CH2:27][NH2:28], predict the reaction product. The product is: [CH3:23][C:24]1[CH:25]=[C:26]([CH:29]=[CH:30][C:31]=1[CH3:32])[CH2:27][NH:28][C:4]([C:6]1[N:7]=[C:8]([C:15]2[C:16]([F:22])=[CH:17][CH:18]=[CH:19][C:20]=2[F:21])[N:9]([CH3:14])[C:10](=[O:13])[C:11]=1[OH:12])=[O:5]. (3) Given the reactants CC(C[AlH]CC(C)C)C.[F:10][C:11]1[CH:16]=[CH:15][CH:14]=[CH:13][C:12]=1[CH2:17][C:18](OCC)=[O:19].CO.Cl, predict the reaction product. The product is: [F:10][C:11]1[CH:16]=[CH:15][CH:14]=[CH:13][C:12]=1[CH2:17][CH:18]=[O:19]. (4) Given the reactants Cl.[NH2:2][C:3](OCC)=[CH:4][C:5]([O:7][CH2:8][CH3:9])=[O:6].[NH:13]1[CH2:17][CH2:16][CH2:15][CH2:14]1.C(CC([O-])=O)(=N)N, predict the reaction product. The product is: [CH2:8]([O:7][C:5](=[O:6])[CH2:4][C:3](=[NH:2])[N:13]1[CH2:17][CH2:16][CH2:15][CH2:14]1)[CH3:9]. (5) Given the reactants [Cl:1][C:2]1[CH:7]=[C:6]([N+:8]([O-])=O)[CH:5]=[C:4]([C:11]([F:14])([F:13])[F:12])[C:3]=1[S:15][C:16]1[CH:25]=[CH:24][C:19]([C:20]([O:22][CH3:23])=[O:21])=[CH:18][CH:17]=1.[Cl-].[NH4+].CO, predict the reaction product. The product is: [NH2:8][C:6]1[CH:5]=[C:4]([C:11]([F:12])([F:13])[F:14])[C:3]([S:15][C:16]2[CH:25]=[CH:24][C:19]([C:20]([O:22][CH3:23])=[O:21])=[CH:18][CH:17]=2)=[C:2]([Cl:1])[CH:7]=1. (6) Given the reactants [CH:1]1([C:4]([NH:6][C:7]2[N:8]=[C:9]3[CH:14]=[CH:13][C:12]([O:15][C:16]4[CH:21]=[CH:20][C:19]([NH:22][C:23]([C:25]5[C:26](=[O:39])[N:27]([C:32]6[CH:37]=[CH:36][C:35]([F:38])=[CH:34][CH:33]=6)[C:28]([CH3:31])=[CH:29][CH:30]=5)=[O:24])=[CH:18][CH:17]=4)=[CH:11][N:10]3[CH:40]=2)=[O:5])[CH2:3][CH2:2]1.O.[C:42]1([S:48]([OH:51])(=[O:50])=[O:49])[CH:47]=[CH:46][CH:45]=[CH:44][CH:43]=1, predict the reaction product. The product is: [OH2:5].[C:42]1([S:48]([OH:51])(=[O:50])=[O:49])[CH:47]=[CH:46][CH:45]=[CH:44][CH:43]=1.[CH:1]1([C:4]([NH:6][C:7]2[N:8]=[C:9]3[CH:14]=[CH:13][C:12]([O:15][C:16]4[CH:17]=[CH:18][C:19]([NH:22][C:23]([C:25]5[C:26](=[O:39])[N:27]([C:32]6[CH:33]=[CH:34][C:35]([F:38])=[CH:36][CH:37]=6)[C:28]([CH3:31])=[CH:29][CH:30]=5)=[O:24])=[CH:20][CH:21]=4)=[CH:11][N:10]3[CH:40]=2)=[O:5])[CH2:3][CH2:2]1. (7) Given the reactants [Br:1][C:2]1[N:3]([C:8]2[C:13]([NH2:14])=[CH:12][CH:11]=[C:10]([O:15][CH3:16])[N:9]=2)[CH:4]=[C:5]([CH3:7])[N:6]=1.[N:17]([O-])=O.[Na+], predict the reaction product. The product is: [Br:1][C:2]1[N:3]2[C:4]([N:17]=[N:14][C:13]3[CH:12]=[CH:11][C:10]([O:15][CH3:16])=[N:9][C:8]=32)=[C:5]([CH3:7])[N:6]=1. (8) Given the reactants [F:1][C:2]1[CH:3]=[C:4]([CH:10]=O)[C:5]([O:8][CH3:9])=[N:6][CH:7]=1.[F:12][C:13]1[CH:18]=[CH:17][CH:16]=[CH:15][C:14]=1/[CH:19]=[CH:20]/[CH:21]1[CH2:26][CH2:25][NH:24][CH2:23][CH2:22]1.C(O[BH-](OC(=O)C)OC(=O)C)(=O)C.[Na+].C(=O)([O-])[O-].[Na+].[Na+], predict the reaction product. The product is: [F:1][C:2]1[CH:3]=[C:4]([CH2:10][N:24]2[CH2:25][CH2:26][CH:21](/[CH:20]=[CH:19]/[C:14]3[CH:15]=[CH:16][CH:17]=[CH:18][C:13]=3[F:12])[CH2:22][CH2:23]2)[C:5]([O:8][CH3:9])=[N:6][CH:7]=1. (9) Given the reactants Cl[C:2]1[N:7]=[N:6][C:5]([O:8][C:9]2[C:14]([CH3:15])=[CH:13][C:12]([CH2:16][C:17]([OH:19])=[O:18])=[CH:11][C:10]=2[CH3:20])=[CH:4][C:3]=1[CH:21]([CH3:23])[CH3:22].C([O-])(=[O:26])C.[Na+].CO, predict the reaction product. The product is: [CH:21]([C:3]1[C:2](=[O:26])[NH:7][N:6]=[C:5]([O:8][C:9]2[C:14]([CH3:15])=[CH:13][C:12]([CH2:16][C:17]([OH:19])=[O:18])=[CH:11][C:10]=2[CH3:20])[CH:4]=1)([CH3:23])[CH3:22]. (10) Given the reactants [Mg].[CH2:2]([C:4]1[C:12]2[N:11]3[C@H:13]([CH3:18])[CH2:14][NH:15][C:16](=O)[C:10]3=[CH:9][C:8]=2[CH:7]=[CH:6][CH:5]=1)[CH3:3].[H][H].P([O-])([O-])([O-])=O.[K+].[K+].[K+], predict the reaction product. The product is: [CH2:2]([C:4]1[C:12]2[N:11]3[C@H:13]([CH3:18])[CH2:14][NH:15][CH2:16][C@@H:10]3[CH2:9][C:8]=2[CH:7]=[CH:6][CH:5]=1)[CH3:3].